This data is from Reaction yield outcomes from USPTO patents with 853,638 reactions. The task is: Predict the reaction yield, written as a fraction of the theoretical maximum amount of product (1.0 means a 100% yield; for example, 0.34 means a 34% yield). The reactants are [Li+].[BH4-].C[Si](Cl)(C)C.[C:8]([O:12][C:13]([N:15]1[CH2:19][CH2:18][C@H:17]([OH:20])[C@H:16]1[C:21](O)=[O:22])=[O:14])([CH3:11])([CH3:10])[CH3:9]. The catalyst is C1COCC1. The product is [OH:20][C@H:17]1[CH2:18][CH2:19][N:15]([C:13]([O:12][C:8]([CH3:9])([CH3:10])[CH3:11])=[O:14])[C@@H:16]1[CH2:21][OH:22]. The yield is 0.550.